This data is from Catalyst prediction with 721,799 reactions and 888 catalyst types from USPTO. The task is: Predict which catalyst facilitates the given reaction. (1) Reactant: N[C:2]1[N:7]=[C:6]([S:8][CH2:9][C:10]2[CH:15]=[CH:14][N:13]=[C:12]([C:16]([NH:18][CH3:19])=[O:17])[CH:11]=2)[C:5]([C:20]#[N:21])=[C:4]([C:22]2[CH:27]=[CH:26][C:25]([F:28])=[C:24]([F:29])[CH:23]=2)[C:3]=1[C:30]#[N:31].N(OCCC(C)C)=O.[ClH:40]. Product: [Cl:40][C:2]1[N:7]=[C:6]([S:8][CH2:9][C:10]2[CH:15]=[CH:14][N:13]=[C:12]([C:16]([NH:18][CH3:19])=[O:17])[CH:11]=2)[C:5]([C:20]#[N:21])=[C:4]([C:22]2[CH:27]=[CH:26][C:25]([F:28])=[C:24]([F:29])[CH:23]=2)[C:3]=1[C:30]#[N:31]. The catalyst class is: 879. (2) Reactant: C([O:7][C:8]1[CH:13]=[C:12]([CH2:14][CH2:15]OS(C)(=O)=O)[O:11][C:10](=[O:21])[C:9]=1[C:22]1[C:27]([CH3:28])=[CH:26][C:25]([CH3:29])=[CH:24][C:23]=1[CH3:30])(=O)C(C)(C)C.[F:31][C:32]1[CH:33]=[C:34]([SH:39])[CH:35]=[CH:36][C:37]=1[F:38].C([O-])([O-])=O.[K+].[K+]. Product: [F:31][C:32]1[CH:33]=[C:34]([S:39][CH2:15][CH2:14][C:12]2[O:11][C:10](=[O:21])[C:9]([C:22]3[C:23]([CH3:30])=[CH:24][C:25]([CH3:29])=[CH:26][C:27]=3[CH3:28])=[C:8]([OH:7])[CH:13]=2)[CH:35]=[CH:36][C:37]=1[F:38]. The catalyst class is: 7. (3) Reactant: C1(P(C2C=CC=CC=2)C2C=CC=CC=2)C=CC=CC=1.O.[N:21]([CH2:24][CH2:25][CH2:26][S:27]([O:30][CH2:31][C:32]([CH3:45])([CH3:44])[C@@H:33]([O:36][CH2:37][C:38]1[CH:43]=[CH:42][CH:41]=[CH:40][CH:39]=1)[CH:34]=[CH2:35])(=[O:29])=[O:28])=[N+]=[N-].C1(P(C2C=CC=CC=2)C2C=CC=CC=2)C=CC=CC=1.O. Product: [NH2:21][CH2:24][CH2:25][CH2:26][S:27]([O:30][CH2:31][C:32]([CH3:45])([CH3:44])[C@@H:33]([O:36][CH2:37][C:38]1[CH:39]=[CH:40][CH:41]=[CH:42][CH:43]=1)[CH:34]=[CH2:35])(=[O:28])=[O:29]. The catalyst class is: 7. (4) Reactant: F[C:2]1[CH:7]=[C:6]([F:8])[CH:5]=[CH:4][C:3]=1[N+:9]([O-:11])=[O:10].[N:12]1([C:18]([O:20][C:21]([CH3:24])([CH3:23])[CH3:22])=[O:19])[CH2:17][CH2:16][NH:15][CH2:14][CH2:13]1.C(N(CC)C(C)C)(C)C. Product: [F:8][C:6]1[CH:5]=[CH:4][C:3]([N+:9]([O-:11])=[O:10])=[C:2]([N:15]2[CH2:14][CH2:13][N:12]([C:18]([O:20][C:21]([CH3:24])([CH3:23])[CH3:22])=[O:19])[CH2:17][CH2:16]2)[CH:7]=1. The catalyst class is: 10. (5) Reactant: [C:1]([O:4][CH:5]([CH2:15][O:16][C:17]1[CH:22]=[CH:21][CH:20]=[CH:19][CH:18]=1)[CH2:6][O:7][Si](C(C)(C)C)(C)C)(=[O:3])[CH3:2]. Product: [C:1]([O:4][CH:5]([CH2:15][O:16][C:17]1[CH:18]=[CH:19][CH:20]=[CH:21][CH:22]=1)[CH2:6][OH:7])(=[O:3])[CH3:2]. The catalyst class is: 484. (6) Reactant: [I:1][C:2]1[CH:11]=[CH:10][C:5]([C:6](OC)=[O:7])=[CH:4][CH:3]=1.O.[NH2:13][NH2:14].O. Product: [I:1][C:2]1[CH:11]=[CH:10][C:5]([C:6]([NH:13][NH2:14])=[O:7])=[CH:4][CH:3]=1. The catalyst class is: 8. (7) Reactant: [CH2:1]([O:8][C:9]1[CH:10]=[C:11]([C:17]2[N:18]=[C:19]([CH:27]3[CH2:30][CH2:29][CH2:28]3)[N:20]3[CH:25]=[CH:24][N:23]=[C:22](Cl)[C:21]=23)[CH:12]=[CH:13][C:14]=1[O:15][CH3:16])[C:2]1[CH:7]=[CH:6][CH:5]=[CH:4][CH:3]=1.C(OC1C=C(C(NC(C2CCC2)=O)C2C(Cl)=NC=C[N:49]=2)C=CC=1OC)C1C=CC=CC=1. Product: [CH2:1]([O:8][C:9]1[CH:10]=[C:11]([C:17]2[N:18]=[C:19]([CH:27]3[CH2:30][CH2:29][CH2:28]3)[N:20]3[CH:25]=[CH:24][N:23]=[C:22]([NH2:49])[C:21]=23)[CH:12]=[CH:13][C:14]=1[O:15][CH3:16])[C:2]1[CH:7]=[CH:6][CH:5]=[CH:4][CH:3]=1. The catalyst class is: 265. (8) Reactant: C[O:2][C:3]1[C:4]([CH3:17])=[C:5]2[C:9](=[CH:10][CH:11]=1)[CH2:8][CH:7]([C:12]([O:14][CH2:15][CH3:16])=[O:13])[CH2:6]2.B(Br)(Br)Br.CO. Product: [OH:2][C:3]1[C:4]([CH3:17])=[C:5]2[C:9](=[CH:10][CH:11]=1)[CH2:8][CH:7]([C:12]([O:14][CH2:15][CH3:16])=[O:13])[CH2:6]2. The catalyst class is: 4.